From a dataset of Peptide-MHC class I binding affinity with 185,985 pairs from IEDB/IMGT. Regression. Given a peptide amino acid sequence and an MHC pseudo amino acid sequence, predict their binding affinity value. This is MHC class I binding data. (1) The binding affinity (normalized) is 0.0230. The MHC is HLA-A26:01 with pseudo-sequence HLA-A26:01. The peptide sequence is PLMGGAYIAFPTSCHMFI. (2) The peptide sequence is WMQELRAGA. The MHC is HLA-B58:01 with pseudo-sequence HLA-B58:01. The binding affinity (normalized) is 0.0847. (3) The peptide sequence is YRRKLTNPA. The MHC is HLA-B27:05 with pseudo-sequence HLA-B27:05. The binding affinity (normalized) is 0.0847. (4) The peptide sequence is GVTSSGAIYK. The MHC is HLA-A03:01 with pseudo-sequence HLA-A03:01. The binding affinity (normalized) is 0.460. (5) The peptide sequence is RLFFKCIYR. The MHC is HLA-A01:01 with pseudo-sequence HLA-A01:01. The binding affinity (normalized) is 0.0847. (6) The peptide sequence is AVTAALHRK. The binding affinity (normalized) is 0.537. The MHC is HLA-A30:01 with pseudo-sequence HLA-A30:01. (7) The peptide sequence is SIKFKRKLM. The MHC is HLA-A80:01 with pseudo-sequence HLA-A80:01. The binding affinity (normalized) is 0.0847. (8) The peptide sequence is YYTEQPIDL. The MHC is HLA-A23:01 with pseudo-sequence HLA-A23:01. The binding affinity (normalized) is 0.303. (9) The peptide sequence is NISGYNFSL. The MHC is H-2-Db with pseudo-sequence H-2-Db. The binding affinity (normalized) is 0.00497. (10) The peptide sequence is QGIVRQRVI. The MHC is HLA-A24:02 with pseudo-sequence HLA-A24:02. The binding affinity (normalized) is 0.136.